This data is from TCR-epitope binding with 47,182 pairs between 192 epitopes and 23,139 TCRs. The task is: Binary Classification. Given a T-cell receptor sequence (or CDR3 region) and an epitope sequence, predict whether binding occurs between them. (1) The epitope is KRWIIMGLNK. The TCR CDR3 sequence is CASSTPGGGQDTQYF. Result: 1 (the TCR binds to the epitope). (2) The epitope is LLQTGIHVRVSQPSL. The TCR CDR3 sequence is CSDSNPIDEQYF. Result: 1 (the TCR binds to the epitope). (3) Result: 1 (the TCR binds to the epitope). The TCR CDR3 sequence is CASSLGTGGDLHF. The epitope is YLQPRTFLL. (4) The epitope is KRWIILGLNK. The TCR CDR3 sequence is CASSAESTRLTDTQYF. Result: 1 (the TCR binds to the epitope). (5) The epitope is IPRRNVATL. The TCR CDR3 sequence is CASSQDQLLLEQFF. Result: 0 (the TCR does not bind to the epitope). (6) The epitope is FRYMNSQGL. The TCR CDR3 sequence is CASSPEPGQGGYGYTF. Result: 0 (the TCR does not bind to the epitope). (7) The epitope is SEVGPEHSLAEY. The TCR CDR3 sequence is CASSLWGTHTDTQYF. Result: 1 (the TCR binds to the epitope). (8) The epitope is GTITVEELK. The TCR CDR3 sequence is CASSHNRAETQYF. Result: 1 (the TCR binds to the epitope). (9) Result: 1 (the TCR binds to the epitope). The TCR CDR3 sequence is CASSPGWGLDEQFF. The epitope is RLRPGGKKK. (10) The epitope is KAYNVTQAF. The TCR CDR3 sequence is CASSLELGVADTQYF. Result: 1 (the TCR binds to the epitope).